From a dataset of Reaction yield outcomes from USPTO patents with 853,638 reactions. Predict the reaction yield, written as a fraction of the theoretical maximum amount of product (1.0 means a 100% yield; for example, 0.34 means a 34% yield). (1) The reactants are [F:1][C:2]([F:20])([F:19])[C:3](=O)[CH2:4][C:5]([C:7]1[CH:17]=[CH:16][C:10]2[O:11][CH2:12][C:13](=[O:15])[NH:14][C:9]=2[CH:8]=1)=O.[Cl:21][C:22]1[CH:27]=[C:26]([Cl:28])[CH:25]=[C:24]([Cl:29])[C:23]=1[NH:30][NH2:31]. The catalyst is C(N(CC)CC)C. The product is [Cl:21][C:22]1[CH:27]=[C:26]([Cl:28])[CH:25]=[C:24]([Cl:29])[C:23]=1[N:30]1[C:5]([C:7]2[CH:17]=[CH:16][C:10]3[O:11][CH2:12][C:13](=[O:15])[NH:14][C:9]=3[CH:8]=2)=[CH:4][C:3]([C:2]([F:20])([F:19])[F:1])=[N:31]1. The yield is 0.690. (2) The reactants are [NH2:1][S:2]([C:5]1[N:9]([CH3:10])[C:8]([C:11]([OH:13])=[O:12])=[CH:7][CH:6]=1)(=[O:4])=[O:3].[C:14]1(C)C=CC=CC=1.C[Si](C=[N+]=[N-])(C)C. The catalyst is CO. The product is [NH2:1][S:2]([C:5]1[N:9]([CH3:10])[C:8]([C:11]([O:13][CH3:14])=[O:12])=[CH:7][CH:6]=1)(=[O:4])=[O:3]. The yield is 0.610. (3) The reactants are [CH2:1]([O:8][C:9]([N:11]1[CH2:15][CH:14]([OH:16])[C:13]([CH3:22])([C:17]([O:19][CH2:20][CH3:21])=[O:18])[CH2:12]1)=[O:10])[C:2]1[CH:7]=[CH:6][CH:5]=[CH:4][CH:3]=1.[CH3:23]I.[H-].[Na+]. The catalyst is CN(C)C=O. The product is [CH2:1]([O:8][C:9]([N:11]1[CH2:15][CH:14]([O:16][CH3:23])[C:13]([CH3:22])([C:17]([O:19][CH2:20][CH3:21])=[O:18])[CH2:12]1)=[O:10])[C:2]1[CH:3]=[CH:4][CH:5]=[CH:6][CH:7]=1. The yield is 0.660. (4) The reactants are [C:1]([O:5][C:6](=[O:17])[NH:7][C@@H:8]([C:10]1[CH:15]=[CH:14][CH:13]=[C:12](Br)[CH:11]=1)[CH3:9])([CH3:4])([CH3:3])[CH3:2].[CH2:18]([Sn](CCCC)(CCCC)C=C)[CH2:19]CC. The catalyst is C1(C)C=CC=CC=1.[Pd].C1(P(C2C=CC=CC=2)C2C=CC=CC=2)C=CC=CC=1. The product is [C:1]([O:5][C:6](=[O:17])[NH:7][C@@H:8]([C:10]1[CH:15]=[CH:14][CH:13]=[C:12]([CH:18]=[CH2:19])[CH:11]=1)[CH3:9])([CH3:4])([CH3:3])[CH3:2]. The yield is 0.820. (5) The product is [NH2:26][C:5]([CH2:8][N:9]1[CH2:17][C:16]2[C:11](=[CH:12][CH:13]=[C:14]([CH2:18][CH2:19][CH2:20][CH2:21][CH2:22][CH2:23][CH2:24][CH3:25])[CH:15]=2)[CH2:10]1)([CH2:6][OH:7])[CH2:4][OH:3]. The yield is 0.700. No catalyst specified. The reactants are CC1(C)[O:7][CH2:6][C:5]([NH:26]C(=O)OC(C)(C)C)([CH2:8][N:9]2[CH2:17][C:16]3[C:11](=[CH:12][CH:13]=[C:14]([CH2:18][CH2:19][CH2:20][CH2:21][CH2:22][CH2:23][CH2:24][CH3:25])[CH:15]=3)[CH2:10]2)[CH2:4][O:3]1.CC1(C)OCC(NC(=O)OC(C)(C)C)(CNC2C=CC(CCCCCCCC)=CC=2)CO1. (6) The reactants are [CH3:1][NH:2][C:3]1[CH:12]=[CH:11][C:10]2[CH2:9][CH2:8][CH2:7][CH2:6][C:5]=2[C:4]=1[N+:13]([O-])=O.[H][H]. The catalyst is CO.[Pd]. The product is [CH3:1][NH:2][C:3]1[C:4]([NH2:13])=[C:5]2[C:10](=[CH:11][CH:12]=1)[CH2:9][CH2:8][CH2:7][CH2:6]2. The yield is 0.610. (7) The reactants are [CH3:1][O:2][CH:3]([O:9][CH3:10])/[CH:4]=[CH:5]/[N+:6]([O-:8])=[O:7].[CH2:11]([SH:18])[C:12]1[CH:17]=[CH:16][CH:15]=[CH:14][CH:13]=1.N1CCCCC1.O. The catalyst is C1(C)C=CC=CC=1. The product is [CH3:1][O:2][CH:3]([O:9][CH3:10])[CH:4]([S:18][CH2:11][C:12]1[CH:17]=[CH:16][CH:15]=[CH:14][CH:13]=1)[CH2:5][N+:6]([O-:8])=[O:7]. The yield is 0.860. (8) The product is [BrH:18].[OH:2][C:3]1[C:12]([OH:13])=[C:11]2[NH:15][CH:16]=[CH:17][C:9]3[N:8]=[CH:7][CH:6]=[C:5]([CH:4]=1)[C:10]2=3. No catalyst specified. The reactants are C[O:2][C:3]1[CH:4]=[C:5]2[C:10]3=[C:11]([NH:15][CH:16]=[CH:17][C:9]3=[N:8][CH:7]=[CH:6]2)[C:12]=1[O:13]C.[BrH:18]. The yield is 0.770. (9) The reactants are Cl[CH2:2][CH2:3][CH2:4][S:5](Cl)(=[O:7])=[O:6].[CH3:9][C:10]1[N:14]([CH:15]([CH3:17])[CH3:16])[C:13]([C:18]2[CH:23]=[CH:22][N:21]=[C:20]([NH:24][CH:25]3[CH2:29][CH2:28][NH:27][CH2:26]3)[N:19]=2)=[CH:12][N:11]=1.[I-].[Na+].[NH:32]1[CH2:36][CH2:35][CH2:34][CH2:33]1. The catalyst is C(Cl)Cl.C1COCC1.O. The product is [CH3:9][C:10]1[N:14]([CH:15]([CH3:17])[CH3:16])[C:13]([C:18]2[CH:23]=[CH:22][N:21]=[C:20]([NH:24][CH:25]3[CH2:29][CH2:28][N:27]([S:5]([CH2:4][CH2:3][CH2:2][N:32]4[CH2:36][CH2:35][CH2:34][CH2:33]4)(=[O:7])=[O:6])[CH2:26]3)[N:19]=2)=[CH:12][N:11]=1. The yield is 0.150.